From a dataset of Reaction yield outcomes from USPTO patents with 853,638 reactions. Predict the reaction yield, written as a fraction of the theoretical maximum amount of product (1.0 means a 100% yield; for example, 0.34 means a 34% yield). (1) The reactants are [NH2:1][C:2]1[S:3][C:4]2[CH:10]=[CH:9][C:8]([N+:11]([O-:13])=[O:12])=[CH:7][C:5]=2[N:6]=1.[C:14](Cl)(=[O:21])[C:15]1[CH:20]=[CH:19][CH:18]=[CH:17][CH:16]=1.N1C=CC=CC=1. The catalyst is O. The product is [N+:11]([C:8]1[CH:9]=[CH:10][C:4]2[S:3][C:2]([NH:1][C:14](=[O:21])[C:15]3[CH:20]=[CH:19][CH:18]=[CH:17][CH:16]=3)=[N:6][C:5]=2[CH:7]=1)([O-:13])=[O:12]. The yield is 0.780. (2) The reactants are [Cl:1][CH2:2][CH2:3][CH2:4][C:5]1[CH:6]=[C:7]2[C:12](=[CH:13][C:14]=1[F:15])[NH:11][C:10](=[O:16])[CH2:9][C:8]2([CH3:18])[CH3:17].[H-].[Na+].[CH3:21]I. The catalyst is C1COCC1. The product is [Cl:1][CH2:2][CH2:3][CH2:4][C:5]1[CH:6]=[C:7]2[C:12](=[CH:13][C:14]=1[F:15])[N:11]([CH3:21])[C:10](=[O:16])[CH2:9][C:8]2([CH3:18])[CH3:17]. The yield is 0.900. (3) The reactants are [CH2:1]([C:3]1[CH:4]=[C:5]2[C:9](=[CH:10][CH:11]=1)[N:8](S(C1C=CC=CC=1)(=O)=O)[CH2:7][CH2:6]2)[CH3:2].[OH-].[Na+]. The catalyst is Br. The product is [CH2:1]([C:3]1[CH:4]=[C:5]2[C:9](=[CH:10][CH:11]=1)[NH:8][CH2:7][CH2:6]2)[CH3:2]. The yield is 0.320. (4) The reactants are [CH2:1]([O:5][C:6]1[CH:13]=[CH:12][CH:11]=[C:10]([N+:14]([O-])=O)[C:7]=1[C:8]#[N:9])[CH:2]([CH3:4])[CH3:3]. The catalyst is CC(O)=O.C1COCC1.CCOC(C)=O.[Fe]. The product is [NH2:14][C:10]1[CH:11]=[CH:12][CH:13]=[C:6]([O:5][CH2:1][CH:2]([CH3:4])[CH3:3])[C:7]=1[C:8]#[N:9]. The yield is 0.830. (5) The reactants are [OH:1][C:2]1[CH:9]=[CH:8][C:5]([CH:6]=O)=[C:4]([CH3:10])[CH:3]=1.[NH:11]1[CH2:15][CH2:14][CH2:13][CH2:12]1.[BH-](OC(C)=O)(OC(C)=O)OC(C)=O.[Na+].OS([O-])(=O)=O.[Na+]. The catalyst is C(Cl)Cl.O. The product is [CH3:10][C:4]1[CH:3]=[C:2]([OH:1])[CH:9]=[CH:8][C:5]=1[CH2:6][N:11]1[CH2:15][CH2:14][CH2:13][CH2:12]1. The yield is 0.940. (6) The reactants are [C:1]1([OH:9])[CH:6]=[CH:5][CH:4]=[C:3]([OH:7])[C:2]=1[OH:8].[C:10](=O)(O)[O-].[K+].CI. The catalyst is CC(C)=O. The product is [CH3:10][O:8][C:2]1[C:3]([OH:7])=[CH:4][CH:5]=[CH:6][C:1]=1[OH:9]. The yield is 0.272.